From a dataset of Reaction yield outcomes from USPTO patents with 853,638 reactions. Predict the reaction yield, written as a fraction of the theoretical maximum amount of product (1.0 means a 100% yield; for example, 0.34 means a 34% yield). (1) The yield is 0.810. The reactants are [Cl:1][C:2]1[S:6][C:5]([S:7]([NH:10][C@H:11]([C:17](O)=[O:18])[CH:12]([CH2:15][CH3:16])[CH2:13][CH3:14])(=[O:9])=[O:8])=[CH:4][CH:3]=1. The catalyst is C1COCC1. The product is [Cl:1][C:2]1[S:6][C:5]([S:7]([NH:10][C@H:11]([CH2:17][OH:18])[CH:12]([CH2:13][CH3:14])[CH2:15][CH3:16])(=[O:9])=[O:8])=[CH:4][CH:3]=1. (2) The reactants are B(Br)(Br)Br.[Cl:5][C:6]1[CH:11]=[CH:10][C:9]([CH2:12][C:13]#[N:14])=[CH:8][C:7]=1[O:15]C.O. The catalyst is C(Cl)Cl. The product is [Cl:5][C:6]1[CH:11]=[CH:10][C:9]([CH2:12][C:13]#[N:14])=[CH:8][C:7]=1[OH:15]. The yield is 0.850. (3) The reactants are Br[CH:2]([C:4]1[CH:35]=[CH:34][C:7]([C:8]([NH:10][C:11]2[CH:16]=[CH:15][C:14]([CH3:17])=[C:13]([C:18]3[CH:27]=[C:26]4[C:21]([CH:22]=[C:23]([NH:28][C:29]([CH:31]5[CH2:33][CH2:32]5)=[O:30])[N:24]=[CH:25]4)=[CH:20][CH:19]=3)[CH:12]=2)=[O:9])=[CH:6][CH:5]=1)[CH3:3].[CH3:36][NH:37][CH3:38].C(N(CC)CC)C.CN(C)C=O. The catalyst is O1CCCC1.ClCCl. The product is [CH:31]1([C:29]([NH:28][C:23]2[N:24]=[CH:25][C:26]3[C:21]([CH:22]=2)=[CH:20][CH:19]=[C:18]([C:13]2[CH:12]=[C:11]([NH:10][C:8](=[O:9])[C:7]4[CH:34]=[CH:35][C:4]([CH:2]([N:37]([CH3:38])[CH3:36])[CH3:3])=[CH:5][CH:6]=4)[CH:16]=[CH:15][C:14]=2[CH3:17])[CH:27]=3)=[O:30])[CH2:33][CH2:32]1. The yield is 0.220. (4) The reactants are [CH3:1][O:2][CH2:3][CH2:4][CH2:5][S:6][C:7]1[CH:8]=[C:9]([O:29][C:30]2[C:31]([CH3:36])=[N:32][CH:33]=[CH:34][CH:35]=2)[C:10]([NH:13][C:14]2[S:18][N:17]=[C:16]([C@H:19]3[CH2:23][O:22]C4(CCCCC4)[O:20]3)[N:15]=2)=[N:11][CH:12]=1.[ClH:37].C(=O)([O-])[O-].[Na+].[Na+]. The catalyst is C(O)C.C(OCC)(=O)C. The product is [ClH:37].[CH3:1][O:2][CH2:3][CH2:4][CH2:5][S:6][C:7]1[CH:8]=[C:9]([O:29][C:30]2[C:31]([CH3:36])=[N:32][CH:33]=[CH:34][CH:35]=2)[C:10]([NH:13][C:14]2[S:18][N:17]=[C:16]([C@H:19]([OH:20])[CH2:23][OH:22])[N:15]=2)=[N:11][CH:12]=1. The yield is 0.900.